Predict the reaction yield, written as a fraction of the theoretical maximum amount of product (1.0 means a 100% yield; for example, 0.34 means a 34% yield). From a dataset of Reaction yield outcomes from USPTO patents with 853,638 reactions. (1) The reactants are Cl.Cl[C:3]1[N:8]=[C:7]([NH:9][CH:10]2[CH2:15][C:14]([CH3:17])([CH3:16])[NH:13][C:12]([CH3:19])([CH3:18])[CH2:11]2)[C:6]([F:20])=[CH:5][N:4]=1.[F:21][C:22]1[CH:27]=[CH:26][C:25]([N:28]2[CH:32]=[N:31][N:30]=[N:29]2)=[CH:24][C:23]=1[NH2:33].[C:34](O)(C(F)(F)F)=[O:35].N1C=CC=NC=1. The catalyst is CC(O)C. The product is [NH3:4].[CH3:34][OH:35].[F:20][C:6]1[C:7]([NH:9][CH:10]2[CH2:15][C:14]([CH3:17])([CH3:16])[NH:13][C:12]([CH3:19])([CH3:18])[CH2:11]2)=[N:8][C:3]([NH:33][C:23]2[CH:24]=[C:25]([N:28]3[CH:32]=[N:31][N:30]=[N:29]3)[CH:26]=[CH:27][C:22]=2[F:21])=[N:4][CH:5]=1. The yield is 0.0100. (2) The reactants are [CH3:1][O:2][C:3]1[CH:4]=[C:5]2[C:10](=[CH:11][C:12]=1[O:13][CH3:14])[N:9]=[CH:8][CH:7]=[C:6]2[O:15][C:16]1[CH:22]=[CH:21][C:19]([NH2:20])=[CH:18][CH:17]=1.C1(C)C=CC=CC=1.C(N(CC)CC)C.Cl[C:38](Cl)([O:40]C(=O)OC(Cl)(Cl)Cl)Cl.[Br:49][C:50]1[CH:58]=[CH:57][CH:56]=[CH:55][C:51]=1[CH:52]([OH:54])[CH3:53]. The catalyst is C(Cl)Cl. The product is [CH3:1][O:2][C:3]1[CH:4]=[C:5]2[C:10](=[CH:11][C:12]=1[O:13][CH3:14])[N:9]=[CH:8][CH:7]=[C:6]2[O:15][C:16]1[CH:22]=[CH:21][C:19]([NH:20][C:38](=[O:40])[O:54][CH:52]([C:51]2[CH:55]=[CH:56][CH:57]=[CH:58][C:50]=2[Br:49])[CH3:53])=[CH:18][CH:17]=1. The yield is 0.540. (3) The yield is 0.760. The catalyst is CO. The reactants are C[O-].[Na+].[C:4]([Si:8]([CH3:40])([CH3:39])[O:9][CH2:10][C@H:11]([CH2:22][N:23]1[CH:28]=[CH:27][C:26](=[O:29])[N:25](C(=O)C2C=CC=CC=2)[C:24]1=[O:38])[C@H:12]([O:14][Si:15]([C:18]([CH3:21])([CH3:20])[CH3:19])([CH3:17])[CH3:16])[CH3:13])([CH3:7])([CH3:6])[CH3:5].[Cl-].C([NH+](CC)CC)C. The product is [C:4]([Si:8]([CH3:39])([CH3:40])[O:9][CH2:10][C@H:11]([CH2:22][N:23]1[CH:28]=[CH:27][C:26](=[O:29])[NH:25][C:24]1=[O:38])[C@H:12]([O:14][Si:15]([C:18]([CH3:20])([CH3:21])[CH3:19])([CH3:17])[CH3:16])[CH3:13])([CH3:5])([CH3:6])[CH3:7]. (4) The reactants are [Si]([O:8][CH2:9][C@@H:10]([N:19]1[CH:24]=[CH:23][C:22]([C:25]2[CH:30]=[CH:29][N:28]=[C:27]([NH:31][C:32]3[N:36]([CH3:37])[N:35]=[CH:34][CH:33]=3)[N:26]=2)=[CH:21][CH2:20]1)[C:11]1[CH:16]=[CH:15][C:14]([Cl:17])=[C:13]([F:18])[CH:12]=1)(C(C)(C)C)(C)C.C(OCC)(=[O:40])C. No catalyst specified. The product is [Cl:17][C:14]1[CH:15]=[CH:16][C:11]([C@H:10]([N:19]2[CH:24]=[CH:23][C:22]([C:25]3[CH:30]=[CH:29][N:28]=[C:27]([NH:31][C:32]4[N:36]([CH3:37])[N:35]=[CH:34][CH:33]=4)[N:26]=3)=[CH:21][C:20]2=[O:40])[CH2:9][OH:8])=[CH:12][C:13]=1[F:18]. The yield is 0.546. (5) The reactants are FC(F)(F)C(O)=O.[Cl:8][C:9]1[C:10]([F:37])=[C:11]([CH:15]2[C:19]([C:22]3[CH:27]=[CH:26][C:25]([Cl:28])=[CH:24][CH:23]=3)([C:20]#[N:21])[CH:18]([CH2:29][C:30]([CH3:33])([CH3:32])[CH3:31])[NH:17][CH:16]2[C:34]([OH:36])=O)[CH:12]=[CH:13][CH:14]=1.[NH2:38][CH2:39][CH2:40][C@@H:41]([CH3:44])[CH2:42][OH:43].CN(C(ON1N=NC2C=CC=NC1=2)=[N+](C)C)C.F[P-](F)(F)(F)(F)F.CCN(C(C)C)C(C)C. The catalyst is C(Cl)Cl. The product is [OH:43][CH2:42][C@H:41]([CH3:44])[CH2:40][CH2:39][NH:38][C:34]([CH:16]1[CH:15]([C:11]2[CH:12]=[CH:13][CH:14]=[C:9]([Cl:8])[C:10]=2[F:37])[C:19]([C:22]2[CH:27]=[CH:26][C:25]([Cl:28])=[CH:24][CH:23]=2)([C:20]#[N:21])[CH:18]([CH2:29][C:30]([CH3:31])([CH3:32])[CH3:33])[NH:17]1)=[O:36]. The yield is 0.650. (6) No catalyst specified. The product is [CH3:23][N:24]([CH3:29])[CH2:25][CH2:26][O:31][C:2]1[N:7]=[C:6]([NH:8][C:9]2[CH:10]=[C:11]3[C:16](=[CH:17][CH:18]=2)[N:15]=[C:14]([CH3:19])[CH:13]=[C:12]3[NH2:20])[N:5]=[C:4]([S:21][CH3:22])[N:3]=1. The yield is 0.830. The reactants are N[C:2]1[N:7]=[C:6]([NH:8][C:9]2[CH:10]=[C:11]3[C:16](=[CH:17][CH:18]=2)[N:15]=[C:14]([CH3:19])[CH:13]=[C:12]3[NH2:20])[N:5]=[C:4]([S:21][CH3:22])[N:3]=1.[CH3:23][N:24]([CH3:29])[CH2:25][CH2:26]CO.C[OH:31]. (7) The reactants are [Cl:1][C:2]1[CH:3]=[C:4](B(O)O)[CH:5]=[N:6][CH:7]=1.Br[C:12]1[CH:21]=[C:20]2[C:15]([CH2:16][CH2:17][CH2:18][C:19]32[N:25]=[C:24]([NH2:26])[C:23]([CH3:27])=[N:22]3)=[CH:14][CH:13]=1.CC1CCCO1.C([O-])([O-])=O.[K+].[K+]. The catalyst is [Na+].[Na+].Cl[Pd+2](Cl)(Cl)Cl. The product is [Cl:1][C:2]1[CH:3]=[C:4]([C:12]2[CH:21]=[C:20]3[C:15]([CH2:16][CH2:17][CH2:18][C:19]43[N:25]=[C:24]([NH2:26])[C:23]([CH3:27])=[N:22]4)=[CH:14][CH:13]=2)[CH:5]=[N:6][CH:7]=1. The yield is 0.330.